Dataset: Reaction yield outcomes from USPTO patents with 853,638 reactions. Task: Predict the reaction yield, written as a fraction of the theoretical maximum amount of product (1.0 means a 100% yield; for example, 0.34 means a 34% yield). (1) The reactants are C[Si]([N-][Si](C)(C)C)(C)C.[Li+].[CH2:11]([O:13][C:14]([N:16]1[CH2:20][CH:19]2[CH2:21][C:22](=[O:24])[CH2:23][CH:18]2[CH2:17]1)=[O:15])[CH3:12].[O:25]=[CH:26][CH2:27][S:28][C:29](=[S:33])[O:30][CH2:31][CH3:32].C(O)(=O)C. The catalyst is C1COCC1.C1(C)C=CC=CC=1.O.[Cl-].[Cl-].[Zn+2]. The product is [CH2:11]([O:13][C:14]([N:16]1[CH2:17][CH:18]2[CH:23]([CH:26]([OH:25])[CH2:27][S:28][C:29]([O:30][CH2:31][CH3:32])=[S:33])[C:22](=[O:24])[CH2:21][CH:19]2[CH2:20]1)=[O:15])[CH3:12]. The yield is 0.410. (2) The reactants are [Cl:1][C:2]1[CH:3]=[C:4]([S:9][CH2:10][C:11](=O)[CH3:12])[CH:5]=[CH:6][C:7]=1[F:8]. The catalyst is ClC1C=CC=CC=1. The product is [Cl:1][C:2]1[C:7]([F:8])=[CH:6][C:5]2[C:11]([CH3:12])=[CH:10][S:9][C:4]=2[CH:3]=1. The yield is 0.580.